Predict the reactants needed to synthesize the given product. From a dataset of Full USPTO retrosynthesis dataset with 1.9M reactions from patents (1976-2016). (1) Given the product [Br:19][C:15]1[CH:14]=[C:13]([NH:12][C:9]2[C:10]3[N:11]=[C:2]([NH:1][C:20](=[O:23])[CH:21]=[CH2:22])[CH:3]=[CH:4][C:5]=3[N:6]=[CH:7][N:8]=2)[CH:18]=[CH:17][CH:16]=1, predict the reactants needed to synthesize it. The reactants are: [NH2:1][C:2]1[CH:3]=[CH:4][C:5]2[N:6]=[CH:7][N:8]=[C:9]([NH:12][C:13]3[CH:18]=[CH:17][CH:16]=[C:15]([Br:19])[CH:14]=3)[C:10]=2[N:11]=1.[C:20](O)(=[O:23])[CH:21]=[CH2:22].Cl.CN(C)CCCN=C=NCC.CCOC(C)=O.C(Cl)Cl. (2) Given the product [CH2:24]([CH:20]1[C:21]2=[N:2][C:3]3[C:4]([CH:11]([CH3:15])[CH3:12])=[N:5][N:6]([CH3:7])[C:32]=3[C:31](=[O:33])[N:34]2[CH2:35][CH2:36][N:19]1[CH3:16])[C:25]1[CH:30]=[CH:29][CH:28]=[CH:27][CH:26]=1, predict the reactants needed to synthesize it. The reactants are: [123I-].[NH2:2][C:3]1[C:4]([CH:11]2[CH2:15]CC[CH2:12]2)=[N:5][NH:6][C:7]=1C(N)=O.[C:16]([NH:19][CH:20]([CH2:24][C:25]1[CH:30]=[CH:29][CH:28]=[CH:27][CH:26]=1)[C:21](O)=O)(=O)C.[C:31]([NH:34][CH2:35][C:36](O)=O)(=[O:33])[CH3:32].COC1C=CC(C=O)=CC=1. (3) Given the product [I:28][C:29]1[C:37]2[C:32](=[CH:33][CH:34]=[C:35]([C:38]3[O:42][C:41]([NH:63][C:60]([C:54]4[CH:59]=[CH:58][CH:57]=[CH:56][CH:55]=4)([CH3:62])[CH3:61])=[N:40][N:39]=3)[CH:36]=2)[N:31]([S:44]([C:47]2[CH:53]=[CH:52][C:50]([CH3:51])=[CH:49][CH:48]=2)(=[O:45])=[O:46])[CH:30]=1, predict the reactants needed to synthesize it. The reactants are: F[P-](F)(F)(F)(F)F.N1(O[P+](N(C)C)(N(C)C)N(C)C)C2C=CC=CC=2N=N1.[I:28][C:29]1[C:37]2[C:32](=[CH:33][CH:34]=[C:35]([C:38]3[O:42][C:41](=O)[NH:40][N:39]=3)[CH:36]=2)[N:31]([S:44]([C:47]2[CH:53]=[CH:52][C:50]([CH3:51])=[CH:49][CH:48]=2)(=[O:46])=[O:45])[CH:30]=1.[C:54]1([C:60]([NH2:63])([CH3:62])[CH3:61])[CH:59]=[CH:58][CH:57]=[CH:56][CH:55]=1.C(N(C(C)C)CC)(C)C. (4) Given the product [CH2:56]([NH:55][C:30]1[S:31][C:32]([C:33]2[CH:38]=[CH:37][N:36]=[C:35]([NH:39][C:40]3[CH:45]=[CH:44][C:43]([O:46][CH2:47][CH2:48][N:49]4[CH2:53][CH2:52][CH2:51][CH2:50]4)=[C:42]([F:54])[CH:41]=3)[N:34]=2)=[C:28]([C:24]2[CH:23]=[C:22]([NH:21][S:17]([C:11]3[CH:16]=[CH:15][CH:14]=[CH:13][CH:12]=3)(=[O:19])=[O:18])[CH:27]=[CH:26][CH:25]=2)[N:29]=1)[CH3:57], predict the reactants needed to synthesize it. The reactants are: ON1C2N=CC=CC=2N=N1.[C:11]1([S:17](Cl)(=[O:19])=[O:18])[CH:16]=[CH:15][CH:14]=[CH:13][CH:12]=1.[NH2:21][C:22]1[CH:23]=[C:24]([C:28]2[N:29]=[C:30]([NH:55][CH2:56][CH3:57])[S:31][C:32]=2[C:33]2[CH:38]=[CH:37][N:36]=[C:35]([NH:39][C:40]3[CH:45]=[CH:44][C:43]([O:46][CH2:47][CH2:48][N:49]4[CH2:53][CH2:52][CH2:51][CH2:50]4)=[C:42]([F:54])[CH:41]=3)[N:34]=2)[CH:25]=[CH:26][CH:27]=1. (5) The reactants are: Br[C:2]1[C:11]2[O:10][CH2:9][CH2:8][N:7]([C:12]([O:14][C:15]([CH3:18])([CH3:17])[CH3:16])=[O:13])[CH2:6][C:5]=2[S:4][CH:3]=1.[B:19]1([B:19]2[O:23][C:22]([CH3:25])([CH3:24])[C:21]([CH3:27])([CH3:26])[O:20]2)[O:23][C:22]([CH3:25])([CH3:24])[C:21]([CH3:27])([CH3:26])[O:20]1.C([O-])(=O)C.[K+].C(COC)OC. Given the product [CH3:26][C:21]1([CH3:27])[C:22]([CH3:25])([CH3:24])[O:23][B:19]([C:2]2[C:11]3[O:10][CH2:9][CH2:8][N:7]([C:12]([O:14][C:15]([CH3:18])([CH3:17])[CH3:16])=[O:13])[CH2:6][C:5]=3[S:4][CH:3]=2)[O:20]1, predict the reactants needed to synthesize it. (6) Given the product [C:1]([O:5][C@@H:6]([C:11]1[C:26]([CH3:27])=[CH:25][C:14]2[N:15]=[C:16]([C:18]3[CH:23]=[CH:22][N:21]=[C:20]([N:41]4[CH2:42][CH2:43][N:38]([CH:37]([CH2:45][CH3:46])[CH2:36][CH3:35])[CH2:39][CH2:40]4)[N:19]=3)[S:17][C:13]=2[C:12]=1[C:28]1[CH:33]=[CH:32][C:31]([Cl:34])=[CH:30][CH:29]=1)[C:7]([O:9][CH3:10])=[O:8])([CH3:3])([CH3:4])[CH3:2], predict the reactants needed to synthesize it. The reactants are: [C:1]([O:5][C@@H:6]([C:11]1[C:26]([CH3:27])=[CH:25][C:14]2[N:15]=[C:16]([C:18]3[CH:23]=[CH:22][N:21]=[C:20](Cl)[N:19]=3)[S:17][C:13]=2[C:12]=1[C:28]1[CH:33]=[CH:32][C:31]([Cl:34])=[CH:30][CH:29]=1)[C:7]([O:9][CH3:10])=[O:8])([CH3:4])([CH3:3])[CH3:2].[CH3:35][CH2:36][CH2:37][N:38]1[CH2:43][CH2:42][NH:41][CH2:40][CH2:39]1.O1CCO[CH2:46][CH2:45]1. (7) Given the product [N:21]1([C:19]([C:14]2[CH:13]=[CH:12][C:11]3[C:16](=[CH:17][CH:18]=[C:9]([O:8][C:7]4[CH:34]=[CH:35][C:4]([C:1](=[O:3])[CH3:2])=[CH:5][CH:6]=4)[CH:10]=3)[N:15]=2)=[O:20])[CH2:26][CH2:25][NH:24][CH2:23][CH2:22]1, predict the reactants needed to synthesize it. The reactants are: [C:1]([C:4]1[CH:35]=[CH:34][C:7]([O:8][C:9]2[CH:10]=[C:11]3[C:16](=[CH:17][CH:18]=2)[N:15]=[C:14]([C:19]([N:21]2[CH2:26][CH2:25][N:24](C(OC(C)(C)C)=O)[CH2:23][CH2:22]2)=[O:20])[CH:13]=[CH:12]3)=[CH:6][CH:5]=1)(=[O:3])[CH3:2].FC(F)(F)C1C=CC(OC2C=C3C(=CC=2)N=C(C(N2CCN(C(OC(C)(C)C)=O)CC2)=O)C=C3)=NC=1. (8) Given the product [C:10]([NH:21][C@H:56]([C:57]([OH:59])=[O:58])[CH2:50][C:49]1[C:31]2[C:32](=[CH:33][CH:34]=[CH:35][CH:36]=2)[NH:37][CH:51]=1)(=[O:20])[C:11]1[CH:12]=[CH:13][CH:14]=[CH:15][CH:16]=1, predict the reactants needed to synthesize it. The reactants are: C(N[C@@H](C(O)=O)[CH2:10][C:11]1[CH:16]=[CH:15][CH:14]=[CH:13][CH:12]=1)(OC(C)(C)C)=O.[OH2:20].[NH4+:21].CN(C(ON1N=[N:37][C:32]2[CH:33]=[CH:34][CH:35]=[CH:36][C:31]1=2)=[N+](C)C)C.F[P-](F)(F)(F)(F)F.CCN(C(C)C)[CH:49]([CH3:51])[CH3:50].F[C:56](F)(F)[C:57]([OH:59])=[O:58]. (9) Given the product [CH2:47]([C:42]1([TaH3:39][C:34]2([CH2:32][CH3:33])[CH:38]=[CH:37][CH:36]=[CH:35]2)[CH:46]=[CH:45][CH:44]=[CH:43]1)[CH3:48], predict the reactants needed to synthesize it. The reactants are: [Cl-].[Cl-].[Cl-].[Cl-].[Cl-].[Ta+5].C([Mg]Br)(C)C.C(C1([Li])C=CC=C1)C.C(C1CC=CC=1)C.C([Li])CCC.[CH2:32]([C:34]1([Ta:39]([C:42]2([CH2:47][CH3:48])[CH:46]=[CH:45][CH:44]=[CH:43]2)(Cl)Cl)[CH:38]=[CH:37][CH:36]=[CH:35]1)[CH3:33].[H-].COCCO[Al+]OCCOC.[Na+].[H-]. (10) Given the product [CH2:7]([N:14]1[CH2:19][CH2:18][O:17][CH:16]([CH3:20])[CH2:15]1)[C:8]1[CH:9]=[CH:10][CH:11]=[CH:12][CH:13]=1, predict the reactants needed to synthesize it. The reactants are: [H-].[Al+3].[Li+].[H-].[H-].[H-].[CH2:7]([N:14]1[CH2:19][CH2:18][O:17][CH:16]([CH3:20])[C:15]1=O)[C:8]1[CH:13]=[CH:12][CH:11]=[CH:10][CH:9]=1.